From a dataset of Forward reaction prediction with 1.9M reactions from USPTO patents (1976-2016). Predict the product of the given reaction. Given the reactants [CH2:1]([O:3][C:4](=[O:11])[CH:5]1[CH2:10][CH2:9][NH:8][CH2:7][CH2:6]1)[CH3:2].F[C:13]1[CH:18]=[CH:17][C:16]([N+:19]([O-:21])=[O:20])=[CH:15][CH:14]=1.C(=O)([O-])[O-].[K+].[K+], predict the reaction product. The product is: [CH2:1]([O:3][C:4]([CH:5]1[CH2:6][CH2:7][N:8]([C:13]2[CH:18]=[CH:17][C:16]([N+:19]([O-:21])=[O:20])=[CH:15][CH:14]=2)[CH2:9][CH2:10]1)=[O:11])[CH3:2].